This data is from Forward reaction prediction with 1.9M reactions from USPTO patents (1976-2016). The task is: Predict the product of the given reaction. (1) Given the reactants [CH3:1][C:2]1[CH:7]=[CH:6][C:5]([CH3:8])=[CH:4][C:3]=1[C:9]1[C:10](=[O:23])[N:11]([CH3:22])[C:12]2([CH2:19][CH2:18][N:17]([O:20][CH3:21])[CH2:16][CH2:15]2)[C:13]=1[OH:14].C(=O)([O-])O.[Na+].S(Cl)([Cl:32])(=O)=O.C(=O)([O-])[O-].[Na+].[Na+], predict the reaction product. The product is: [Cl:32][C:9]1([C:3]2[CH:4]=[C:5]([CH3:8])[CH:6]=[CH:7][C:2]=2[CH3:1])[C:13](=[O:14])[C:12]2([CH2:19][CH2:18][N:17]([O:20][CH3:21])[CH2:16][CH2:15]2)[N:11]([CH3:22])[C:10]1=[O:23]. (2) Given the reactants CN([CH:4]=[C:5]1[C:10](=O)[CH2:9][CH2:8][N:7]([S:12]([CH3:15])(=[O:14])=[O:13])[CH2:6]1)C.Cl.[CH3:17][O:18][C:19](=[NH:21])[NH2:20], predict the reaction product. The product is: [CH3:17][O:18][C:19]1[N:20]=[CH:4][C:5]2[CH2:6][N:7]([S:12]([CH3:15])(=[O:14])=[O:13])[CH2:8][CH2:9][C:10]=2[N:21]=1. (3) Given the reactants [NH2:1][C:2]1[CH:7]=[CH:6][CH:5]=[CH:4][C:3]=1[CH2:8][CH2:9][CH2:10][OH:11].C(N(CC)CC)C.[C:19](O[C:19]([O:21][C:22]([CH3:25])([CH3:24])[CH3:23])=[O:20])([O:21][C:22]([CH3:25])([CH3:24])[CH3:23])=[O:20].C(OCC)(=O)C, predict the reaction product. The product is: [OH:11][CH2:10][CH2:9][CH2:8][C:3]1[CH:4]=[CH:5][CH:6]=[CH:7][C:2]=1[NH:1][C:19](=[O:20])[O:21][C:22]([CH3:25])([CH3:24])[CH3:23]. (4) Given the reactants [CH3:1][O:2][C:3](=[O:29])[CH2:4][CH:5]1[CH2:8][CH:7]([C:9]2[CH:14]=[CH:13][CH:12]=[C:11]([C:15](=[O:28])[C:16]([C:18]3[CH:23]=[CH:22][C:21]([O:24][CH:25]([F:27])[F:26])=[CH:20][CH:19]=3)=[O:17])[CH:10]=2)[CH2:6]1, predict the reaction product. The product is: [CH3:1][O:2][C:3](=[O:29])[CH:4]=[C:5]1[CH2:8][CH:7]([C:9]2[CH:14]=[CH:13][CH:12]=[C:11]([C:15](=[O:28])[C:16]([C:18]3[CH:19]=[CH:20][C:21]([O:24][CH:25]([F:26])[F:27])=[CH:22][CH:23]=3)=[O:17])[CH:10]=2)[CH2:6]1. (5) Given the reactants [CH3:1][C:2]1[N:3]=[C:4]([NH:7][C:8]2[N:13]=[CH:12][C:11]([S:14][C:15]3[CH:16]=[C:17]([OH:21])[CH:18]=[CH:19][CH:20]=3)=[CH:10][C:9]=2[O:22][C:23]2[CH:28]=[CH:27][CH:26]=[CH:25][CH:24]=2)[S:5][CH:6]=1.Cl.Cl[CH2:31][CH2:32][CH2:33][N:34]([CH3:36])[CH3:35], predict the reaction product. The product is: [CH3:35][N:34]([CH3:36])[CH2:33][CH2:32][CH2:31][O:21][C:17]1[CH:16]=[C:15]([S:14][C:11]2[CH:10]=[C:9]([O:22][C:23]3[CH:28]=[CH:27][CH:26]=[CH:25][CH:24]=3)[C:8]([NH:7][C:4]3[S:5][CH:6]=[C:2]([CH3:1])[N:3]=3)=[N:13][CH:12]=2)[CH:20]=[CH:19][CH:18]=1. (6) The product is: [P:13]([N:5]([P:13]([C:12]1[CH:11]=[CH:25][CH:20]=[CH:21][CH:22]=1)[C:14]1[CH:19]=[CH:18][CH:17]=[CH:16][CH:15]=1)[CH2:1][CH:2]([CH3:4])[CH3:3])([C:20]1[CH:25]=[CH:24][CH:23]=[CH:22][CH:21]=1)[C:14]1[CH:19]=[CH:18][CH:17]=[CH:16][CH:15]=1. Given the reactants [CH2:1]([NH2:5])[CH:2]([CH3:4])[CH3:3].CCN([CH2:11][CH3:12])CC.[P:13](Cl)([C:20]1[CH:25]=[CH:24][CH:23]=[CH:22][CH:21]=1)[C:14]1[CH:19]=[CH:18][CH:17]=[CH:16][CH:15]=1, predict the reaction product. (7) Given the reactants [CH2:1]([N:4]([C:22](=[O:32])[CH2:23]C1C=C(C)C=CC=1C)[C:5]1([C:13](NC2C=CC=CC=2)=[O:14])[CH2:10][CH2:9][CH:8]([O:11][CH3:12])[CH2:7][CH2:6]1)[CH:2]=[CH2:3].[CH3:33][C:34]([CH3:37])([O-])[CH3:35].[K+].CN(C=O)C, predict the reaction product. The product is: [CH2:1]([N:4]1[C:5]2([CH2:6][CH2:7][CH:8]([O:11][CH3:12])[CH2:9][CH2:10]2)[C:13]([OH:14])=[C:23]([C:33]2[CH:10]=[C:5]([CH3:13])[CH:6]=[CH:35][C:34]=2[CH3:37])[C:22]1=[O:32])[CH:2]=[CH2:3].